Dataset: Forward reaction prediction with 1.9M reactions from USPTO patents (1976-2016). Task: Predict the product of the given reaction. (1) The product is: [CH3:21][NH:22][C:2]1[C:3]2[CH:4]=[CH:5][C:6]([NH:20][CH2:19][C:17]3[O:18][C:14]([CH3:13])=[CH:15][CH:16]=3)=[N:7][C:8]=2[CH:9]=[CH:10][CH:11]=1. Given the reactants Br[C:2]1[CH:11]=[CH:10][CH:9]=[C:8]2[C:3]=1[CH:4]=[CH:5][C:6](Cl)=[N:7]2.[CH3:13][C:14]1[O:18][C:17]([CH2:19][NH2:20])=[CH:16][CH:15]=1.[CH3:21][NH2:22], predict the reaction product. (2) Given the reactants [C:1]([NH:5][S:6]([C:9]1[C:18]2[C:13](=[CH:14][CH:15]=[CH:16][CH:17]=2)[C:12]([C:19]2[O:23][C:22]([C:24]([O:26]C)=[O:25])=[C:21]([CH3:28])[C:20]=2[CH2:29][CH:30]2[CH2:35][CH2:34][CH2:33][CH2:32][CH2:31]2)=[CH:11][CH:10]=1)(=[O:8])=[O:7])([CH3:4])([CH3:3])[CH3:2].[OH-].[Na+], predict the reaction product. The product is: [C:1]([NH:5][S:6]([C:9]1[C:18]2[C:13](=[CH:14][CH:15]=[CH:16][CH:17]=2)[C:12]([C:19]2[O:23][C:22]([C:24]([OH:26])=[O:25])=[C:21]([CH3:28])[C:20]=2[CH2:29][CH:30]2[CH2:31][CH2:32][CH2:33][CH2:34][CH2:35]2)=[CH:11][CH:10]=1)(=[O:8])=[O:7])([CH3:4])([CH3:2])[CH3:3]. (3) Given the reactants Br[C:2]1[CH:3]=[C:4]2[C:9](=[CH:10][CH:11]=1)[NH:8][C:7](=O)[C:6]([C:13]1[CH:18]=[CH:17][CH:16]=[CH:15][CH:14]=1)=[C:5]2O.[Cl:20][C:21]1[CH:26]=[CH:25][C:24]([C:27]([C:29]2[N:33]([CH3:34])[CH:32]=[N:31][CH:30]=2)=[O:28])=[CH:23][CH:22]=1.[Li]CCCC.[ClH:40], predict the reaction product. The product is: [Cl:40][C:5]1[C:4]2[C:9](=[CH:10][CH:11]=[C:2]([C:27]([C:24]3[CH:23]=[CH:22][C:21]([Cl:20])=[CH:26][CH:25]=3)([C:29]3[N:33]([CH3:34])[CH:32]=[N:31][CH:30]=3)[OH:28])[CH:3]=2)[N:8]=[CH:7][C:6]=1[C:13]1[CH:18]=[CH:17][CH:16]=[CH:15][CH:14]=1.